From a dataset of Reaction yield outcomes from USPTO patents with 853,638 reactions. Predict the reaction yield, written as a fraction of the theoretical maximum amount of product (1.0 means a 100% yield; for example, 0.34 means a 34% yield). (1) The reactants are [Br:1][C:2]1[CH:3]=[C:4]([CH:9]=[CH:10][C:11]=1[O:12][CH2:13][CH2:14][Br:15])[C:5]([O:7]C)=[O:6].[OH-].[Na+]. The catalyst is CO.O. The product is [Br:1][C:2]1[CH:3]=[C:4]([CH:9]=[CH:10][C:11]=1[O:12][CH2:13][CH2:14][Br:15])[C:5]([OH:7])=[O:6]. The yield is 0.870. (2) The reactants are [I-].[Cl:2][C:3]1[CH:8]=[CH:7][C:6]([C:9]2([CH2:12][N+:13]3([CH2:18][CH3:19])[CH2:17][CH2:16][CH2:15][CH2:14]3)[CH2:11][CH2:10]2)=[CH:5][CH:4]=1.[OH2:20]. No catalyst specified. The product is [OH-:20].[Cl:2][C:3]1[CH:8]=[CH:7][C:6]([C:9]2([CH2:12][N+:13]3([CH2:18][CH3:19])[CH2:17][CH2:16][CH2:15][CH2:14]3)[CH2:10][CH2:11]2)=[CH:5][CH:4]=1. The yield is 0.960. (3) The reactants are Br[CH2:2][C:3]1[CH:4]=[CH:5][C:6]2[C:7]([CH:11]=1)=[N:8][S:9][N:10]=2.C(O)C.[C-:15]#[N:16].[K+]. The catalyst is O. The product is [N:10]1[S:9][N:8]=[C:7]2[CH:11]=[C:3]([CH2:2][C:15]#[N:16])[CH:4]=[CH:5][C:6]=12. The yield is 0.470. (4) The reactants are C[O:2]S(C1C=CC=CC=1)(=O)=O.[CH2:12]([O:19][C:20]1[CH:25]=[C:24]([CH2:26][CH3:27])[CH:23]=[CH:22][C:21]=1C1C=C(C)C=CC=1S(O)(=O)=O)[C:13]1[CH:18]=[CH:17][CH:16]=[CH:15][CH:14]=1.[Mg].Cl. The catalyst is CO. The product is [CH2:12]([O:19][C:20]1[CH:25]=[C:24]([CH2:26][CH3:27])[CH:23]=[CH:22][C:21]=1[OH:2])[C:13]1[CH:18]=[CH:17][CH:16]=[CH:15][CH:14]=1. The yield is 0.800. (5) The reactants are [CH3:1][O:2][C:3]1[CH:8]=[CH:7][C:6](SC)=[CH:5][CH:4]=1.N1C(=O)NC(=O)N[C:12]1=O.Cl[O-].[Na+].[S:23]([O-:26])([O-])=[O:24].[Na+].[Na+]. The catalyst is O.C1(C)C=CC=CC=1. The product is [CH3:1][O:2][C:3]1[CH:8]=[CH:7][C:6]([S:23]([CH3:12])(=[O:26])=[O:24])=[CH:5][CH:4]=1. The yield is 0.960. (6) The reactants are O.[OH-].[Li+].C([O:6][C:7](=[O:27])[CH:8]([O:24][CH2:25][CH3:26])[CH2:9][C:10]1[CH:15]=[CH:14][C:13]([O:16][CH2:17][C:18]2[CH:23]=[CH:22][CH:21]=[CH:20][CH:19]=2)=[CH:12][CH:11]=1)C. The catalyst is O.O1CCOCC1. The product is [CH2:17]([O:16][C:13]1[CH:12]=[CH:11][C:10]([CH2:9][CH:8]([O:24][CH2:25][CH3:26])[C:7]([OH:27])=[O:6])=[CH:15][CH:14]=1)[C:18]1[CH:23]=[CH:22][CH:21]=[CH:20][CH:19]=1. The yield is 0.992. (7) The reactants are [CH:1]([C:3]1[O:4][C:5]2[CH:11]=[CH:10][C:9]([C:12]3[CH:19]=[CH:18][C:15]([C:16]#[N:17])=[CH:14][CH:13]=3)=[CH:8][C:6]=2[N:7]=1)=[CH2:2].[CH3:20][CH:21]1[CH2:25][CH2:24][CH2:23][NH:22]1. The catalyst is C(O)C. The product is [CH3:20][CH:21]1[CH2:25][CH2:24][CH2:23][N:22]1[CH2:2][CH2:1][C:3]1[O:4][C:5]2[CH:11]=[CH:10][C:9]([C:12]3[CH:19]=[CH:18][C:15]([C:16]#[N:17])=[CH:14][CH:13]=3)=[CH:8][C:6]=2[N:7]=1. The yield is 1.00.